This data is from Forward reaction prediction with 1.9M reactions from USPTO patents (1976-2016). The task is: Predict the product of the given reaction. Given the reactants [OH:1][CH2:2][C:3]1[O:4][CH:5]=[C:6]([O:10][CH3:11])[C:7](=[O:9])[CH:8]=1.[OH2:12].[OH-].[Na+], predict the reaction product. The product is: [CH3:11][O:10][C:6]1[C:7](=[O:9])[CH:8]=[C:3]([C:2]([OH:12])=[O:1])[O:4][CH:5]=1.